This data is from Retrosynthesis with 50K atom-mapped reactions and 10 reaction types from USPTO. The task is: Predict the reactants needed to synthesize the given product. (1) Given the product CCOC(=O)c1cccc2c1Cc1c(C(=O)C(C#N)C(=O)Nc3ccccc3)nn(-c3ccccc3)c1-2, predict the reactants needed to synthesize it. The reactants are: CCI.N#CC(C(=O)Nc1ccccc1)C(=O)c1nn(-c2ccccc2)c2c1Cc1c(C(=O)O)cccc1-2. (2) The reactants are: FC1=CCNCC1.Fc1ccc(C2CCc3c(Cl)nc(Cl)nc32)cc1. Given the product FC1=CCN(c2nc(Cl)nc3c2CCC3c2ccc(F)cc2)CC1, predict the reactants needed to synthesize it. (3) Given the product NCCNc1n[nH]c2ccc(-c3ccc(NCC4(c5ncccc5F)CCC4)nn3)cc12, predict the reactants needed to synthesize it. The reactants are: O=C(NCCNc1n[nH]c2ccc(-c3ccc(NCC4(c5ncccc5F)CCC4)nn3)cc12)OCc1ccccc1. (4) Given the product CCOC(=O)c1cnn2c(O)c(C(=O)N3CCC4(CC3)COc3cccc(F)c34)cnc12, predict the reactants needed to synthesize it. The reactants are: CCOC(=O)c1cnn2c(O)c(C(=O)O)cnc12.Fc1cccc2c1C1(CCNCC1)CO2. (5) Given the product O=Cc1cc(C2CC2)c([N+](=O)[O-])cc1[N+](=O)[O-], predict the reactants needed to synthesize it. The reactants are: O=Cc1cc(Br)c([N+](=O)[O-])cc1[N+](=O)[O-].OB(O)C1CC1. (6) Given the product CC(C)(C)OC(=O)N1CCCC(N2CCOCC2)C1, predict the reactants needed to synthesize it. The reactants are: C1COCCN1.CC(C)(C)OC(=O)N1CCCC(=O)C1. (7) Given the product C=CCOC1(C)CCN(c2c([C@H](OC(C)(C)C)C(=O)OCC)c(C)nc3cc(C(=O)OCC)nn23)CC1, predict the reactants needed to synthesize it. The reactants are: C=CCOC1(C)CCNCC1.CCOC(=O)c1cc2nc(C)c([C@H](OC(C)(C)C)C(=O)OCC)c(Cl)n2n1. (8) Given the product COC(=O)c1ccc(NS(=O)(=O)c2ccc(OC)c(Br)c2)cc1O, predict the reactants needed to synthesize it. The reactants are: COC(=O)c1ccc(N)cc1O.COc1ccc(S(=O)(=O)Cl)cc1Br. (9) Given the product O=C(NO)C1(S(=O)(=O)c2ccc(-c3ccc(OC(F)(F)C(F)F)cc3)cc2)CCN(C2CC2)CC1, predict the reactants needed to synthesize it. The reactants are: O=C(NOC1CCCCO1)C1(S(=O)(=O)c2ccc(-c3ccc(OC(F)(F)C(F)F)cc3)cc2)CCN(C2CC2)CC1.